Dataset: Full USPTO retrosynthesis dataset with 1.9M reactions from patents (1976-2016). Task: Predict the reactants needed to synthesize the given product. (1) Given the product [Cl:1][C:2]1[N:7]=[C:6]([NH:10][C:11]2[CH:16]=[CH:15][CH:14]=[C:13]([CH3:17])[N:12]=2)[C:5]([F:9])=[CH:4][N:3]=1, predict the reactants needed to synthesize it. The reactants are: [Cl:1][C:2]1[N:7]=[C:6](Cl)[C:5]([F:9])=[CH:4][N:3]=1.[NH2:10][C:11]1[CH:16]=[CH:15][CH:14]=[C:13]([CH3:17])[N:12]=1. (2) Given the product [CH2:1]([N:19]1[CH:29]=[CH:28][CH:20]=[CH:22][C:23]1=[O:25])[CH2:2][CH2:3][CH2:4][CH2:5][CH2:6][CH2:7][CH2:8][CH2:9][CH2:10][CH2:11][CH2:12][CH2:13][CH2:14][CH2:15][CH2:16][CH2:17][CH3:18], predict the reactants needed to synthesize it. The reactants are: [CH2:1]([NH2:19])[CH2:2][CH2:3][CH2:4][CH2:5][CH2:6][CH2:7][CH2:8][CH2:9][CH2:10][CH2:11][CH2:12][CH2:13][CH2:14][CH2:15][CH2:16][CH2:17][CH3:18].[C:20]([CH2:22][C:23]([O:25]CC)=O)#N.[C:28](OCC)(=O)[CH2:29]C(C)=O.N1CCCCC1.Cl. (3) Given the product [C:1]([O:5][C:6](=[O:21])[C:7]1[CH:8]=[CH:9][C:10]([N:13]([C:23]2[CH:28]=[CH:27][C:26]([O:29][CH:30]([F:32])[F:31])=[C:25]([O:33][CH2:34][CH3:35])[CH:24]=2)[CH2:14][C:15]2[CH:16]=[N:17][CH:18]=[N:19][CH:20]=2)=[CH:11][CH:12]=1)([CH3:4])([CH3:2])[CH3:3], predict the reactants needed to synthesize it. The reactants are: [C:1]([O:5][C:6](=[O:21])[C:7]1[CH:12]=[CH:11][C:10]([NH:13][CH2:14][C:15]2[CH:16]=[N:17][CH:18]=[N:19][CH:20]=2)=[CH:9][CH:8]=1)([CH3:4])([CH3:3])[CH3:2].Br[C:23]1[CH:28]=[CH:27][C:26]([O:29][CH:30]([F:32])[F:31])=[C:25]([O:33][CH2:34][CH3:35])[CH:24]=1.[OH-].[Na+].